Dataset: NCI-60 drug combinations with 297,098 pairs across 59 cell lines. Task: Regression. Given two drug SMILES strings and cell line genomic features, predict the synergy score measuring deviation from expected non-interaction effect. (1) Synergy scores: CSS=56.2, Synergy_ZIP=-0.942, Synergy_Bliss=1.21, Synergy_Loewe=1.62, Synergy_HSA=1.61. Drug 2: B(C(CC(C)C)NC(=O)C(CC1=CC=CC=C1)NC(=O)C2=NC=CN=C2)(O)O. Drug 1: C1=CC(=C2C(=C1NCCNCCO)C(=O)C3=C(C=CC(=C3C2=O)O)O)NCCNCCO. Cell line: SNB-75. (2) Drug 1: COC1=NC(=NC2=C1N=CN2C3C(C(C(O3)CO)O)O)N. Drug 2: CC1=C2C(C(=O)C3(C(CC4C(C3C(C(C2(C)C)(CC1OC(=O)C(C(C5=CC=CC=C5)NC(=O)OC(C)(C)C)O)O)OC(=O)C6=CC=CC=C6)(CO4)OC(=O)C)O)C)O. Cell line: HT29. Synergy scores: CSS=-6.65, Synergy_ZIP=4.58, Synergy_Bliss=-5.34, Synergy_Loewe=-14.6, Synergy_HSA=-13.3.